The task is: Predict the product of the given reaction.. This data is from Forward reaction prediction with 1.9M reactions from USPTO patents (1976-2016). (1) Given the reactants [CH2:1]([O:3][C:4](=[O:21])[CH:5]=[CH:6][C@H:7]1[CH2:11][C:10]([F:13])([F:12])[CH2:9][N:8]1[C:14]([O:16][C:17]([CH3:20])([CH3:19])[CH3:18])=[O:15])[CH3:2], predict the reaction product. The product is: [C:17]([O:16][C:14]([N:8]1[CH2:9][C:10]([F:13])([F:12])[CH2:11][C@@H:7]1[CH2:6][CH2:5][C:4]([O:3][CH2:1][CH3:2])=[O:21])=[O:15])([CH3:20])([CH3:19])[CH3:18]. (2) Given the reactants [CH3:1][CH:2]([C:7]([O:9][CH3:10])=[O:8])[C:3]([O:5][CH3:6])=[O:4].[Br:11][CH2:12][CH2:13][CH2:14]Br.[OH-].[Na+], predict the reaction product. The product is: [CH3:6][O:5][C:3](=[O:4])[C:2]([CH2:14][CH2:13][CH2:12][Br:11])([CH3:1])[C:7]([O:9][CH3:10])=[O:8]. (3) Given the reactants Cl.[CH3:2][O:3][C:4]([C:6]1[N:7]([CH3:13])[C:8]([CH2:11]Cl)=[N:9][CH:10]=1)=[O:5].[CH3:14][O:15][CH2:16][CH2:17][NH:18][CH3:19], predict the reaction product. The product is: [CH3:2][O:3][C:4]([C:6]1[N:7]([CH3:13])[C:8]([CH2:11][N:18]([CH2:17][CH2:16][O:15][CH3:14])[CH3:19])=[N:9][CH:10]=1)=[O:5]. (4) Given the reactants CS(C)=O.C(Cl)(=O)C(Cl)=O.[Br:11][C:12]1[CH:17]=[CH:16][C:15]([C@@H:18]2[CH2:20][C@H:19]2[CH2:21][OH:22])=[CH:14][CH:13]=1.C(N(CC)CC)C, predict the reaction product. The product is: [Br:11][C:12]1[CH:13]=[CH:14][C:15]([C@@H:18]2[CH2:20][C@H:19]2[CH:21]=[O:22])=[CH:16][CH:17]=1. (5) Given the reactants [CH3:1][O:2][C:3]([N:5]1[C@@H:13]2[C@@H:8]([C@@:9]([OH:23])([C:14]#[C:15][C:16]3[CH:17]=[C:18]([CH3:22])[CH:19]=[CH:20][CH:21]=3)[CH2:10][CH2:11][CH2:12]2)[CH2:7][CH2:6]1)=[O:4].[Cl:24][C:25]1[CH:30]=[CH:29][CH:28]=[C:27]([Cl:31])[C:26]=1[CH2:32][C:33](O)=[O:34], predict the reaction product. The product is: [CH3:1][O:2][C:3]([N:5]1[C@H:13]2[C@H:8]([C@:9]([O:23][C:33](=[O:34])[CH2:32][C:26]3[C:25]([Cl:24])=[CH:30][CH:29]=[CH:28][C:27]=3[Cl:31])([C:14]#[C:15][C:16]3[CH:17]=[C:18]([CH3:22])[CH:19]=[CH:20][CH:21]=3)[CH2:10][CH2:11][CH2:12]2)[CH2:7][CH2:6]1)=[O:4]. (6) Given the reactants [C:1]([C:3]1[CH:4]=[C:5]([CH:10]([CH3:14])[C:11]([OH:13])=O)[CH:6]=[CH:7][C:8]=1[F:9])#[N:2].CN(C)CCCN=C=NCC.ON1C2C=CC=CC=2N=N1.C(N(CC)CC)C.[CH3:43][CH:44]1[CH2:49][CH2:48][N:47]([C:50]2[C:55]([CH2:56][NH2:57])=[CH:54][CH:53]=[C:52]([C:58]([F:61])([F:60])[F:59])[N:51]=2)[CH2:46][CH2:45]1, predict the reaction product. The product is: [C:1]([C:3]1[CH:4]=[C:5]([CH:10]([CH3:14])[C:11]([NH:57][CH2:56][C:55]2[C:50]([N:47]3[CH2:48][CH2:49][CH:44]([CH3:43])[CH2:45][CH2:46]3)=[N:51][C:52]([C:58]([F:61])([F:59])[F:60])=[CH:53][CH:54]=2)=[O:13])[CH:6]=[CH:7][C:8]=1[F:9])#[N:2]. (7) Given the reactants [CH3:1][C:2]1[CH:3]=[C:4]2[C:9](=[CH:10][CH:11]=1)[O:8][C:7]([C:12]([OH:14])=[O:13])=[CH:6][C:5]2=O, predict the reaction product. The product is: [CH3:1][C:2]1[CH:3]=[C:4]2[C:9](=[CH:10][CH:11]=1)[O:8][CH:7]([C:12]([OH:14])=[O:13])[CH2:6][CH2:5]2. (8) Given the reactants [Cl:1][C:2]1[C:3](Cl)=[N:4][C:5]([CH2:13][N:14]2[CH2:18][CH2:17][CH2:16][C:15]2=[O:19])=[C:6]([CH:12]=1)[C:7]([O:9][CH2:10][CH3:11])=[O:8].[CH2:21]([S:28]([NH:31][C:32]([CH:34]1[CH2:39][CH2:38][NH:37][CH2:36][CH2:35]1)=[O:33])(=[O:30])=[O:29])[C:22]1[CH:27]=[CH:26][CH:25]=[CH:24][CH:23]=1, predict the reaction product. The product is: [CH2:21]([S:28]([NH:31][C:32]([CH:34]1[CH2:39][CH2:38][N:37]([C:3]2[C:2]([Cl:1])=[CH:12][C:6]([C:7]([O:9][CH2:10][CH3:11])=[O:8])=[C:5]([CH2:13][N:14]3[CH2:18][CH2:17][CH2:16][C:15]3=[O:19])[N:4]=2)[CH2:36][CH2:35]1)=[O:33])(=[O:29])=[O:30])[C:22]1[CH:23]=[CH:24][CH:25]=[CH:26][CH:27]=1. (9) Given the reactants [OH:1][CH2:2][C@@H:3]([NH:10][C:11](=[O:17])[O:12][C:13]([CH3:16])([CH3:15])[CH3:14])[C:4]1[CH:9]=[CH:8][CH:7]=[CH:6][CH:5]=1.[CH3:18][S:19](Cl)(=[O:21])=[O:20], predict the reaction product. The product is: [CH3:18][S:19]([O:1][CH2:2][C@@H:3]([NH:10][C:11]([O:12][C:13]([CH3:14])([CH3:16])[CH3:15])=[O:17])[C:4]1[CH:9]=[CH:8][CH:7]=[CH:6][CH:5]=1)(=[O:21])=[O:20]. (10) Given the reactants [C:1]([C:5]1[O:9][N:8]=[C:7]([C:10]2[CH:15]=[C:14]([O:16][CH:17]3[CH2:22][CH2:21][O:20][CH2:19][CH2:18]3)[C:13]([CH:23]3[CH2:25][CH2:24]3)=[CH:12][N:11]=2)[N:6]=1)([CH3:4])([CH3:3])[CH3:2].C1C=C(Cl)C=C(C(OO)=[O:34])C=1, predict the reaction product. The product is: [C:1]([C:5]1[O:9][N:8]=[C:7]([C:10]2[CH:15]=[C:14]([O:16][CH:17]3[CH2:22][CH2:21][O:20][CH2:19][CH2:18]3)[C:13]([CH:23]3[CH2:25][CH2:24]3)=[CH:12][N+:11]=2[O-:34])[N:6]=1)([CH3:4])([CH3:2])[CH3:3].